From a dataset of Catalyst prediction with 721,799 reactions and 888 catalyst types from USPTO. Predict which catalyst facilitates the given reaction. (1) Reactant: Br[CH2:2][C:3]([C:5]1[CH:12]=[CH:11][C:8]([C:9]#[N:10])=[CH:7][CH:6]=1)=O.[C:13]([NH2:16])(=[O:15])[CH3:14]. Product: [CH3:14][C:13]1[O:15][CH:2]=[C:3]([C:5]2[CH:12]=[CH:11][C:8]([C:9]#[N:10])=[CH:7][CH:6]=2)[N:16]=1. The catalyst class is: 11. (2) Reactant: Cl.[NH2:2][C:3]1[N:32]=[C:6]2[N:7]([C:22]3[CH:27]=[CH:26][CH:25]=[C:24]([C:28]([F:31])([F:30])[F:29])[CH:23]=3)[C:8]([CH3:21])=[C:9]([C:19]#[N:20])[C@@H:10]([C:11]3[CH:16]=[CH:15][C:14]([C:17]#[N:18])=[CH:13][CH:12]=3)[N:5]2[N:4]=1.[O:33]([CH2:40][C:41](Cl)=[O:42])[C:34]1[CH:39]=[CH:38][CH:37]=[CH:36][CH:35]=1. Product: [C:19]([C:9]1[C@@H:10]([C:11]2[CH:16]=[CH:15][C:14]([C:17]#[N:18])=[CH:13][CH:12]=2)[N:5]2[N:4]=[C:3]([NH:2][C:41](=[O:42])[CH2:40][O:33][C:34]3[CH:39]=[CH:38][CH:37]=[CH:36][CH:35]=3)[N:32]=[C:6]2[N:7]([C:22]2[CH:27]=[CH:26][CH:25]=[C:24]([C:28]([F:29])([F:31])[F:30])[CH:23]=2)[C:8]=1[CH3:21])#[N:20]. The catalyst class is: 17. (3) Reactant: FC(F)(F)C(O)=O.[O:8]1[C:12]2[CH:13]=[CH:14][CH:15]=[C:16]([S:17]([N:20]3[C:28]4[C:23](=[N:24][CH:25]=[CH:26][CH:27]=4)[C:22]([C:29]4[CH2:34][CH2:33][CH:32]([NH:35]C(=O)OC(C)(C)C)[CH2:31][CH:30]=4)=[CH:21]3)(=[O:19])=[O:18])[C:11]=2[CH2:10][CH2:9]1. Product: [O:8]1[C:12]2[CH:13]=[CH:14][CH:15]=[C:16]([S:17]([N:20]3[C:28]4[C:23](=[N:24][CH:25]=[CH:26][CH:27]=4)[C:22]([C:29]4[CH2:34][CH2:33][CH:32]([NH2:35])[CH2:31][CH:30]=4)=[CH:21]3)(=[O:19])=[O:18])[C:11]=2[CH2:10][CH2:9]1. The catalyst class is: 4. (4) Reactant: [C:1]1([N:7]=[C:8]=[O:9])[CH:6]=[CH:5][CH:4]=[CH:3][CH:2]=1.[Br:10][C:11]1[CH:12]=[CH:13][C:14]2[NH:19][CH2:18][CH2:17][O:16][C:15]=2[N:20]=1.C(Cl)Cl. Product: [Br:10][C:11]1[CH:12]=[CH:13][C:14]2[N:19]([C:8]([NH:7][C:1]3[CH:6]=[CH:5][CH:4]=[CH:3][CH:2]=3)=[O:9])[CH2:18][CH2:17][O:16][C:15]=2[N:20]=1. The catalyst class is: 16.